Dataset: NCI-60 drug combinations with 297,098 pairs across 59 cell lines. Task: Regression. Given two drug SMILES strings and cell line genomic features, predict the synergy score measuring deviation from expected non-interaction effect. (1) Drug 1: C1C(C(OC1N2C=NC3=C(N=C(N=C32)Cl)N)CO)O. Drug 2: C1CN(CCN1C(=O)CCBr)C(=O)CCBr. Cell line: T-47D. Synergy scores: CSS=6.09, Synergy_ZIP=-6.72, Synergy_Bliss=-2.68, Synergy_Loewe=-5.22, Synergy_HSA=-2.34. (2) Drug 1: CN(CCCl)CCCl.Cl. Drug 2: C(CC(=O)O)C(=O)CN.Cl. Cell line: CCRF-CEM. Synergy scores: CSS=46.5, Synergy_ZIP=-0.366, Synergy_Bliss=0.648, Synergy_Loewe=-21.1, Synergy_HSA=1.68. (3) Drug 1: CC1=C(C(=CC=C1)Cl)NC(=O)C2=CN=C(S2)NC3=CC(=NC(=N3)C)N4CCN(CC4)CCO. Drug 2: CC1CCCC2(C(O2)CC(NC(=O)CC(C(C(=O)C(C1O)C)(C)C)O)C(=CC3=CSC(=N3)C)C)C. Cell line: K-562. Synergy scores: CSS=74.2, Synergy_ZIP=-1.67, Synergy_Bliss=-2.74, Synergy_Loewe=-3.39, Synergy_HSA=-0.804. (4) Drug 1: CC(C)CN1C=NC2=C1C3=CC=CC=C3N=C2N. Drug 2: C(CN)CNCCSP(=O)(O)O. Cell line: SK-MEL-2. Synergy scores: CSS=-0.435, Synergy_ZIP=-1.63, Synergy_Bliss=-1.53, Synergy_Loewe=-12.6, Synergy_HSA=-9.91. (5) Drug 1: CC=C1C(=O)NC(C(=O)OC2CC(=O)NC(C(=O)NC(CSSCCC=C2)C(=O)N1)C(C)C)C(C)C. Drug 2: C(CCl)NC(=O)N(CCCl)N=O. Cell line: NCI-H460. Synergy scores: CSS=47.2, Synergy_ZIP=3.33, Synergy_Bliss=4.04, Synergy_Loewe=-25.0, Synergy_HSA=5.04.